Dataset: Full USPTO retrosynthesis dataset with 1.9M reactions from patents (1976-2016). Task: Predict the reactants needed to synthesize the given product. Given the product [ClH:1].[CH2:2]([S:4]([C:7]1[CH:8]=[CH:9][C:10]([C:13]2[C:14]([O:25][C:26]3[CH:40]=[CH:39][C:29]([O:30][CH2:31][CH2:32][N:33]4[CH2:38][CH2:37][CH2:36][CH2:35][CH2:34]4)=[CH:28][CH:27]=3)=[C:15]3[C:20](=[CH:21][CH:22]=2)[CH:19]=[C:18]([OH:23])[CH:17]=[CH:16]3)=[CH:11][CH:12]=1)(=[O:5])=[O:6])[CH3:3], predict the reactants needed to synthesize it. The reactants are: [ClH:1].[CH2:2]([S:4]([C:7]1[CH:12]=[CH:11][C:10]([C:13]2[CH:22]=[CH:21][C:20]3[C:15](=[CH:16][CH:17]=[C:18]([O:23]C)[CH:19]=3)[C:14]=2[O:25][C:26]2[CH:40]=[CH:39][C:29]([O:30][CH2:31][CH2:32][N:33]3[CH2:38][CH2:37][CH2:36][CH2:35][CH2:34]3)=[CH:28][CH:27]=2)=[CH:9][CH:8]=1)(=[O:6])=[O:5])[CH3:3].C(S(C1C=CC(C2C(OC3C=CC(OCCN4CCCCC4)=CC=3)=C3C(=CC=2)C=C(O)C=C3)=CC=1)(=O)=O)C.Cl.